From a dataset of Forward reaction prediction with 1.9M reactions from USPTO patents (1976-2016). Predict the product of the given reaction. (1) Given the reactants [F:1][C:2]([F:28])([F:27])[C:3]1[CH:4]=[C:5]([NH:9][C:10]([C:12]2[CH:17]=[CH:16][CH:15]=[CH:14][C:13]=2/[CH:18]=[CH:19]/[C:20]([O:22]C(C)(C)C)=[O:21])=[O:11])[CH:6]=[CH:7][CH:8]=1.FC(F)(F)C(O)=O, predict the reaction product. The product is: [F:1][C:2]([F:27])([F:28])[C:3]1[CH:4]=[C:5]([NH:9][C:10]([C:12]2[CH:17]=[CH:16][CH:15]=[CH:14][C:13]=2/[CH:18]=[CH:19]/[C:20]([OH:22])=[O:21])=[O:11])[CH:6]=[CH:7][CH:8]=1. (2) Given the reactants [CH:1]12[O:8][CH:5]([CH2:6][CH2:7]1)[CH2:4][N:3]([C:9]1[C:10]3[CH2:18][O:17][C:16](=[O:19])[C:11]=3[N:12]=[C:13]([Cl:15])[N:14]=1)[CH2:2]2.[CH2:20]([Mg]Br)[CH3:21].CCOC(C)=O, predict the reaction product. The product is: [CH:1]12[O:8][CH:5]([CH2:6][CH2:7]1)[CH2:4][N:3]([C:9]1[N:14]=[C:13]([Cl:15])[N:12]=[C:11]([C:16]3([OH:19])[CH2:21][CH2:20]3)[C:10]=1[CH2:18][OH:17])[CH2:2]2. (3) The product is: [CH3:1][C:2]1[CH:3]=[C:4]([C:15]2[CH:20]=[C:19]([C:21]([F:23])([F:24])[F:22])[CH:18]=[CH:17][C:16]=2[O:25][C@@H:26]([CH3:33])[C:27]([OH:29])=[O:28])[CH:5]=[CH:6][C:7]=1[C:8]([N:10]1[CH2:11][CH2:12][CH2:13][CH2:14]1)=[O:9]. Given the reactants [CH3:1][C:2]1[CH:3]=[C:4]([C:15]2[CH:20]=[C:19]([C:21]([F:24])([F:23])[F:22])[CH:18]=[CH:17][C:16]=2[O:25][CH2:26][C:27]([OH:29])=[O:28])[CH:5]=[CH:6][C:7]=1[C:8]([N:10]1[CH2:14][CH2:13][CH2:12][CH2:11]1)=[O:9].B([C:33]1C=C(C(F)(F)F)C=CC=1O[C@@H](C)C(O)=O)(O)O, predict the reaction product. (4) Given the reactants [C:1]([CH2:3][NH:4][C:5]([C:7]1([NH2:30])[CH2:12][CH2:11][CH2:10][CH2:9][CH:8]1C(OCC1C2C(=CC=CC=2)C2C1=CC=CC=2)=O)=[O:6])#[N:2].N1CCCCC1.O.C(Cl)Cl.CO, predict the reaction product. The product is: [C:1]([CH2:3][NH:4][C:5]([C:7]1([NH2:30])[CH2:12][CH2:11][CH2:10][CH2:9][CH2:8]1)=[O:6])#[N:2]. (5) Given the reactants [Cl:1][C:2]1[C:7]([CH:8]=[N:9]O)=[C:6]([Cl:11])[N:5]=[C:4]([S:12][CH3:13])[N:3]=1.O=P(Cl)(Cl)Cl, predict the reaction product. The product is: [Cl:1][C:2]1[C:7]([C:8]#[N:9])=[C:6]([Cl:11])[N:5]=[C:4]([S:12][CH3:13])[N:3]=1.